Dataset: Catalyst prediction with 721,799 reactions and 888 catalyst types from USPTO. Task: Predict which catalyst facilitates the given reaction. (1) Reactant: [NH:1]1[C:5]2=[N:6][CH:7]=[CH:8][CH:9]=[C:4]2[C:3]([CH:10]=[C:11]2[O:15][C:14]([NH:16][CH:17]([CH3:19])[CH3:18])=[C:13](C(OCC)=O)[C:12]2=[O:25])=[CH:2]1. Product: [NH:1]1[C:5]2=[N:6][CH:7]=[CH:8][CH:9]=[C:4]2[C:3]([CH:10]=[C:11]2[C:12](=[O:25])[CH:13]=[C:14]([NH:16][CH:17]([CH3:19])[CH3:18])[O:15]2)=[CH:2]1. The catalyst class is: 395. (2) Reactant: [C:1]([O:5][C:6]([N:8]1[CH2:13][CH2:12][CH2:11][CH2:10][CH:9]1[CH2:14][OH:15])=[O:7])([CH3:4])([CH3:3])[CH3:2].C[N+]1([O-])CCOCC1. Product: [C:1]([O:5][C:6]([N:8]1[CH2:13][CH2:12][CH2:11][CH2:10][CH:9]1[CH:14]=[O:15])=[O:7])([CH3:4])([CH3:3])[CH3:2]. The catalyst class is: 678. (3) Reactant: [Cl:1][C:2]1[C:3]2[CH:10]=[C:9]([CH2:11]C)[N:8]([CH2:13][C@@H:14]3[CH2:18][CH2:17][CH2:16][N:15]3[C:19]([O:21][C:22]([CH3:25])([CH3:24])[CH3:23])=[O:20])[C:4]=2[N:5]=[CH:6][N:7]=1.C1C(=O)N([I:33])C(=O)C1. Product: [Cl:1][C:2]1[C:3]2[C:10]([I:33])=[C:9]([CH3:11])[N:8]([CH2:13][C@@H:14]3[CH2:18][CH2:17][CH2:16][N:15]3[C:19]([O:21][C:22]([CH3:25])([CH3:24])[CH3:23])=[O:20])[C:4]=2[N:5]=[CH:6][N:7]=1. The catalyst class is: 3. (4) The catalyst class is: 3. Reactant: CN1CCOCC1.[N:8]1([C:13]2[CH:18]=[CH:17][C:16]([C:19]3([C:22]([OH:24])=O)[CH2:21][CH2:20]3)=[CH:15][CH:14]=2)[CH:12]=[CH:11][CH:10]=[N:9]1.Cl.Cl.[NH:27]1[CH2:31][CH2:30][C:29]2([C:39]3[CH:38]=[CH:37][N:36]=[CH:35][C:34]=3[C:33](=[O:40])[O:32]2)[CH2:28]1.F[P-](F)(F)(F)(F)F.N1(O[P+](N(C)C)(N(C)C)N(C)C)C2C=CC=CC=2N=N1.C(O)(C(F)(F)F)=O. Product: [N:8]1([C:13]2[CH:14]=[CH:15][C:16]([C:19]3([C:22]([N:27]4[CH2:31][CH2:30][C@@:29]5([C:39]6[CH:38]=[CH:37][N:36]=[CH:35][C:34]=6[C:33](=[O:40])[O:32]5)[CH2:28]4)=[O:24])[CH2:20][CH2:21]3)=[CH:17][CH:18]=2)[CH:12]=[CH:11][CH:10]=[N:9]1. (5) Reactant: [F:1][C:2]1[CH:9]=[CH:8][C:5]([CH2:6][OH:7])=[CH:4][CH:3]=1.[H-].[Na+].Cl[C:13]1[N:14]=[N:15][CH:16]=[C:17]2[C:21]([CH3:22])=[C:20]([CH3:23])[N:19]([CH2:24][C@H:25]3[CH2:27][C@@H:26]3[CH3:28])[C:18]=12.O. Product: [F:1][C:2]1[CH:9]=[CH:8][C:5]([CH2:6][O:7][C:13]2[N:14]=[N:15][CH:16]=[C:17]3[C:21]([CH3:22])=[C:20]([CH3:23])[N:19]([CH2:24][C@H:25]4[CH2:27][C@@H:26]4[CH3:28])[C:18]=23)=[CH:4][CH:3]=1. The catalyst class is: 7. (6) Reactant: [C:1]([O:5][C:6](=[O:16])[NH:7][C@H:8]1[CH2:13][CH2:12][C@@H:11]([CH2:14][NH2:15])[CH2:10][CH2:9]1)([CH3:4])([CH3:3])[CH3:2].Cl[C:18]1[N:27]=[C:26]([N:28]([CH3:30])[CH3:29])[C:25]2[C:20](=[CH:21][CH:22]=[CH:23][CH:24]=2)[N:19]=1.C(N(CC)CC)C. Product: [C:1]([O:5][C:6](=[O:16])[NH:7][C@H:8]1[CH2:9][CH2:10][C@@H:11]([CH2:14][NH:15][C:18]2[N:27]=[C:26]([N:28]([CH3:30])[CH3:29])[C:25]3[C:20](=[CH:21][CH:22]=[CH:23][CH:24]=3)[N:19]=2)[CH2:12][CH2:13]1)([CH3:4])([CH3:2])[CH3:3]. The catalyst class is: 41. (7) Reactant: [CH:1]1([NH:7][C:8](=[O:20])[C:9]([S:12][C:13]2[CH:18]=[CH:17][C:16]([OH:19])=[CH:15][CH:14]=2)([CH3:11])[CH3:10])[CH2:6][CH2:5][CH2:4][CH2:3][CH2:2]1.I[CH2:22][CH3:23].[H-].[Na+].O. Product: [CH:1]1([NH:7][C:8](=[O:20])[C:9]([S:12][C:13]2[CH:14]=[CH:15][C:16]([O:19][CH2:22][CH3:23])=[CH:17][CH:18]=2)([CH3:11])[CH3:10])[CH2:2][CH2:3][CH2:4][CH2:5][CH2:6]1. The catalyst class is: 31.